From a dataset of Reaction yield outcomes from USPTO patents with 853,638 reactions. Predict the reaction yield, written as a fraction of the theoretical maximum amount of product (1.0 means a 100% yield; for example, 0.34 means a 34% yield). (1) The reactants are C(OC([NH:11][CH:12]([CH2:23][CH2:24][P:25]([O:29][C:30]1[CH:35]=[CH:34][CH:33]=[C:32]([CH2:36][C:37]([O:39]CC2C=CC=CC=2)=[O:38])[CH:31]=1)([O:27][CH3:28])=[O:26])[C:13]([O:15]CC1C=CC=CC=1)=[O:14])=O)C1C=CC=CC=1.[H][H]. The yield is 0.510. The catalyst is CO.O.[C].[Pd]. The product is [NH2:11][CH:12]([CH2:23][CH2:24][P:25]([O:29][C:30]1[CH:35]=[CH:34][CH:33]=[C:32]([CH2:36][C:37]([OH:39])=[O:38])[CH:31]=1)([O:27][CH3:28])=[O:26])[C:13]([OH:15])=[O:14]. (2) The reactants are FC(F)(F)C(O)=O.[Br:8][C:9]1[CH:10]=[CH:11][C:12]([OH:25])=[C:13]([CH2:15][NH:16][NH:17]C(OC(C)(C)C)=O)[CH:14]=1.O=[C:27]([CH2:33][C:34](=O)[CH3:35])[C:28]([O:30][CH2:31][CH3:32])=[O:29]. The catalyst is ClCCl.C(O)(=O)C. The product is [Br:8][C:9]1[CH:10]=[CH:11][C:12]([OH:25])=[C:13]([CH2:15][N:16]2[C:34]([CH3:35])=[CH:33][C:27]([C:28]([O:30][CH2:31][CH3:32])=[O:29])=[N:17]2)[CH:14]=1. The yield is 0.547. (3) The reactants are [CH3:1][O:2][C:3]([C:5]1[S:6][C:7]([Br:30])=[CH:8][C:9]=1[N:10]([CH:20]1[CH2:29][CH2:28][C:23]2(OCC[O:24]2)[CH2:22][CH2:21]1)[C:11]([C@H:13]1[CH2:18][CH2:17][C@H:16]([CH3:19])[CH2:15][CH2:14]1)=[O:12])=[O:4].Cl. The catalyst is O1CCCC1. The product is [CH3:1][O:2][C:3]([C:5]1[S:6][C:7]([Br:30])=[CH:8][C:9]=1[N:10]([C:11]([C@H:13]1[CH2:14][CH2:15][C@H:16]([CH3:19])[CH2:17][CH2:18]1)=[O:12])[CH:20]1[CH2:29][CH2:28][C:23](=[O:24])[CH2:22][CH2:21]1)=[O:4]. The yield is 0.950. (4) The reactants are [OH:1][CH2:2][CH2:3][N:4]1[C:12]2[CH:11]=[CH:10][CH:9]=[CH:8][C:7]=2[C:6]2[CH2:13][CH2:14][N:15](C(OC(C)(C)C)=O)[CH2:16][CH2:17][C:5]1=2.[ClH:25].C1C2C3C=CC=CC=3N(CC(O)=O)C=2CCNC1. No catalyst specified. The product is [ClH:25].[CH2:13]1[C:6]2[C:7]3[CH:8]=[CH:9][CH:10]=[CH:11][C:12]=3[N:4]([CH2:3][CH2:2][OH:1])[C:5]=2[CH2:17][CH2:16][NH:15][CH2:14]1. The yield is 0.480. (5) The reactants are [OH:1][CH2:2][CH2:3][N:4]1[CH2:9][CH2:8][NH:7][CH2:6][CH2:5]1.C(=O)([O-])[O-].[K+].[K+].Cl[CH2:17][C:18]#[N:19]. The catalyst is C(#N)C. The product is [C:18]([CH2:17][N:7]1[CH2:8][CH2:9][N:4]([CH2:3][CH2:2][OH:1])[CH2:5][CH2:6]1)#[N:19]. The yield is 0.950. (6) The reactants are [Br:1][C:2]1[S:3][CH:4]=[CH:5][C:6]=1[CH:7](O)[CH2:8][N+:9]([O-:11])=[O:10].CCN(CC)CC.CS(Cl)(=O)=O. The catalyst is CN(C1C=CN=CC=1)C.C(Cl)Cl.O. The product is [Br:1][C:2]1[S:3][CH:4]=[CH:5][C:6]=1/[CH:7]=[CH:8]/[N+:9]([O-:11])=[O:10]. The yield is 0.880. (7) The reactants are C[C:2]1[CH:10]=[CH:9][C:5]2[NH:6][CH:7]=[N:8][C:4]=2[CH:3]=1.C1C(=O)N(I)C(=O)C1.CCOC(C)=O.C([O-])(O)=O.[Na+]. The catalyst is C(O)(C(F)(F)F)=O. The product is [N:6]1[C:5]2[CH:9]=[CH:10][CH:2]=[CH:3][C:4]=2[NH:8][CH:7]=1. The yield is 0.300. (8) The reactants are C(N(CC)CC)C.[O:8]1[C:12]2([CH2:17][CH2:16][NH:15][CH2:14][CH2:13]2)[O:11][CH2:10][CH2:9]1.[C:18]1([S:24](Cl)(=[O:26])=[O:25])[CH:23]=[CH:22][CH:21]=[CH:20][CH:19]=1.C(=O)([O-])O.[Na+]. The catalyst is ClCCl. The product is [C:18]1([S:24]([N:15]2[CH2:16][CH2:17][C:12]3([O:11][CH2:10][CH2:9][O:8]3)[CH2:13][CH2:14]2)(=[O:26])=[O:25])[CH:23]=[CH:22][CH:21]=[CH:20][CH:19]=1. The yield is 1.00.